From a dataset of Full USPTO retrosynthesis dataset with 1.9M reactions from patents (1976-2016). Predict the reactants needed to synthesize the given product. (1) Given the product [CH3:1][O:2][C:3](=[O:29])[C:4]1[CH:5]=[CH:6][C:7]([CH2:10][CH:11]([C:22]2[CH:23]=[CH:24][C:25]([O:28][CH2:36][C:37]([CH3:40])([CH3:39])[CH3:38])=[CH:26][CH:27]=2)[C:12](=[O:21])[NH:13][C:14]2[CH:19]=[CH:18][C:17]([I:20])=[CH:16][CH:15]=2)=[CH:8][CH:9]=1, predict the reactants needed to synthesize it. The reactants are: [CH3:1][O:2][C:3](=[O:29])[C:4]1[CH:9]=[CH:8][C:7]([CH2:10][CH:11]([C:22]2[CH:27]=[CH:26][C:25]([OH:28])=[CH:24][CH:23]=2)[C:12](=[O:21])[NH:13][C:14]2[CH:19]=[CH:18][C:17]([I:20])=[CH:16][CH:15]=2)=[CH:6][CH:5]=1.C([O-])([O-])=O.[Cs+].[Cs+].[CH2:36](I)[C:37]([CH3:40])([CH3:39])[CH3:38]. (2) Given the product [F:30][C:24]1[CH:25]=[CH:26][CH:27]=[C:28]([F:29])[C:23]=1[NH:22][C:20](=[O:21])[C:19]1[CH:31]=[CH:32][CH:33]=[C:17]([C:9]2[N:10]=[C:11]3[CH:16]=[CH:15][CH:14]=[CH:13][N:12]3[C:8]=2[C:6]2[CH:5]=[CH:4][N:3]=[C:2]([NH:52][C:38]3[CH:39]=[CH:40][C:41]([N:43]4[CH2:48][CH2:47][N:46]([CH:49]([CH3:50])[CH3:51])[CH2:45][CH2:44]4)=[CH:42][C:37]=3[O:36][CH2:34][CH3:35])[N:7]=2)[CH:18]=1, predict the reactants needed to synthesize it. The reactants are: Cl[C:2]1[N:7]=[C:6]([C:8]2[N:12]3[CH:13]=[CH:14][CH:15]=[CH:16][C:11]3=[N:10][C:9]=2[C:17]2[CH:18]=[C:19]([CH:31]=[CH:32][CH:33]=2)[C:20]([NH:22][C:23]2[C:28]([F:29])=[CH:27][CH:26]=[CH:25][C:24]=2[F:30])=[O:21])[CH:5]=[CH:4][N:3]=1.[CH2:34]([O:36][C:37]1[CH:42]=[C:41]([N:43]2[CH2:48][CH2:47][N:46]([CH:49]([CH3:51])[CH3:50])[CH2:45][CH2:44]2)[CH:40]=[CH:39][C:38]=1[NH2:52])[CH3:35].Cl.O1CCOCC1.C[O-].[Na+]. (3) Given the product [CH:1]1[C:13]2[NH:12][C:11]3[C:6](=[CH:7][CH:8]=[CH:9][CH:10]=3)[C:5]=2[C:4]([O:14][CH2:15][CH:16]([OH:24])[CH2:17][N:18]2[CH2:23][CH2:22][N:21]([CH2:32][C:31]3[O:34][C:28]([N+:25]([O-:27])=[O:26])=[CH:29][CH:30]=3)[CH2:20][CH2:19]2)=[CH:3][CH:2]=1, predict the reactants needed to synthesize it. The reactants are: [CH:1]1[C:13]2[NH:12][C:11]3[C:6](=[CH:7][CH:8]=[CH:9][CH:10]=3)[C:5]=2[C:4]([O:14][CH2:15][CH:16]([OH:24])[CH2:17][N:18]2[CH2:23][CH2:22][NH:21][CH2:20][CH2:19]2)=[CH:3][CH:2]=1.[N+:25]([C:28]1[O:34][C:31]([CH:32]=O)=[CH:30][CH:29]=1)([O-:27])=[O:26].[BH-](OC(C)=O)(OC(C)=O)OC(C)=O.[Na+]. (4) Given the product [C:1]1([S:7][CH2:9][C:10]([O:12][CH3:13])=[O:11])[CH:6]=[CH:5][CH:4]=[CH:3][CH:2]=1, predict the reactants needed to synthesize it. The reactants are: [C:1]1([SH:7])[CH:6]=[CH:5][CH:4]=[CH:3][CH:2]=1.Br[CH2:9][C:10]([O:12][CH3:13])=[O:11].CCN(CC)CC.C([O-])(O)=O.[Na+]. (5) Given the product [ClH:38].[CH2:1]([N:8]1[CH:9]([CH2:15][NH:37][C@@H:35]([C:31]2[CH:32]=[CH:33][CH:34]=[C:29]([O:28][CH3:27])[CH:30]=2)[CH3:36])[CH2:10][O:11][CH2:12][C:13]1=[O:14])[C:2]1[CH:3]=[CH:4][CH:5]=[CH:6][CH:7]=1, predict the reactants needed to synthesize it. The reactants are: [CH2:1]([N:8]1[C:13](=[O:14])[CH2:12][O:11][CH2:10][CH:9]1[CH2:15]OS(C1C=CC(C)=CC=1)(=O)=O)[C:2]1[CH:7]=[CH:6][CH:5]=[CH:4][CH:3]=1.[CH3:27][O:28][C:29]1[CH:30]=[C:31]([C@H:35]([NH2:37])[CH3:36])[CH:32]=[CH:33][CH:34]=1.[ClH:38]. (6) Given the product [N:32]1([C:38]2[N:39]=[C:40]([CH2:45][C:46]([N:21]3[C:29]4[CH:28]=[CH:27][CH:26]=[C:25]([C:30]#[N:31])[C:24]=4[CH2:23][CH2:22]3)=[O:47])[NH:41][C:42](=[O:44])[CH:43]=2)[CH2:33][CH2:34][O:35][CH2:36][CH2:37]1, predict the reactants needed to synthesize it. The reactants are: Cl.CN(C)CCCN=C=NCC.C(NC(C)C)(C)C.Cl.[NH:21]1[C:29]2[CH:28]=[CH:27][CH:26]=[C:25]([C:30]#[N:31])[C:24]=2[CH2:23][CH2:22]1.[N:32]1([C:38]2[N:39]=[C:40]([CH2:45][C:46]([O-])=[O:47])[NH:41][C:42](=[O:44])[CH:43]=2)[CH2:37][CH2:36][O:35][CH2:34][CH2:33]1.[Na+].